Dataset: Forward reaction prediction with 1.9M reactions from USPTO patents (1976-2016). Task: Predict the product of the given reaction. (1) The product is: [CH:20]1([C:16]2[CH:15]=[C:14]([C:23]([O:25][CH2:26][CH3:27])=[O:24])[C:13](=[O:28])[N:12]3[C:17]=2[C:18]([CH3:19])=[C:9]([C:5]2[CH:6]=[CH:7][CH:8]=[C:3]([CH2:2][NH:30][CH3:29])[CH:4]=2)[CH:10]=[CH:11]3)[CH2:21][CH2:22]1. Given the reactants Br[CH2:2][C:3]1[CH:4]=[C:5]([C:9]2[CH:10]=[CH:11][N:12]3[C:17]([C:18]=2[CH3:19])=[C:16]([CH:20]2[CH2:22][CH2:21]2)[CH:15]=[C:14]([C:23]([O:25][CH2:26][CH3:27])=[O:24])[C:13]3=[O:28])[CH:6]=[CH:7][CH:8]=1.[CH3:29][NH2:30], predict the reaction product. (2) The product is: [O:8]1[C:3]2[CH:4]=[CH:5][CH:6]=[CH:7][C:2]=2[NH:1][C:16](=[O:17])[CH2:15]1. Given the reactants [NH2:1][C:2]1[CH:7]=[CH:6][CH:5]=[CH:4][C:3]=1[OH:8].C([O-])(O)=O.[Na+].Cl[CH2:15][C:16](Cl)=[O:17], predict the reaction product.